This data is from Peptide-MHC class I binding affinity with 185,985 pairs from IEDB/IMGT. The task is: Regression. Given a peptide amino acid sequence and an MHC pseudo amino acid sequence, predict their binding affinity value. This is MHC class I binding data. (1) The peptide sequence is LANPTADDF. The MHC is HLA-A29:02 with pseudo-sequence HLA-A29:02. The binding affinity (normalized) is 0.0847. (2) The peptide sequence is WMRWGGWPF. The MHC is HLA-B83:01 with pseudo-sequence HLA-B83:01. The binding affinity (normalized) is 0.213. (3) The binding affinity (normalized) is 0.616. The peptide sequence is EQEFLTAAL. The MHC is HLA-A02:01 with pseudo-sequence HLA-A02:01.